The task is: Predict the product of the given reaction.. This data is from Forward reaction prediction with 1.9M reactions from USPTO patents (1976-2016). (1) Given the reactants CCN(C(C)C)C(C)C.[OH:10][C:11]1[CH:12]=[CH:13][CH:14]=[C:15]2[C:20]=1[O:19][C:18](=[O:21])[C:17]([C:22]([OH:24])=O)=[CH:16]2.CN(C(ON1N=NC2C=CC=NC1=2)=[N+](C)C)C.F[P-](F)(F)(F)(F)F.[CH3:49][O:50][C:51]1[N:56]=[CH:55][C:54]([C:57]2[CH:58]=[C:59]([NH2:63])[CH:60]=[CH:61][CH:62]=2)=[CH:53][N:52]=1, predict the reaction product. The product is: [CH3:49][O:50][C:51]1[N:52]=[CH:53][C:54]([C:57]2[CH:58]=[C:59]([NH:63][C:22]([C:17]3[C:18](=[O:21])[O:19][C:20]4[C:15]([CH:16]=3)=[CH:14][CH:13]=[CH:12][C:11]=4[OH:10])=[O:24])[CH:60]=[CH:61][CH:62]=2)=[CH:55][N:56]=1. (2) Given the reactants [C:1]([CH2:3][C:4]([C:6]1[CH:11]=[CH:10][N:9]=[C:8]([NH:12][C:13](=[O:18])[C:14]([CH3:17])([CH3:16])[CH3:15])[CH:7]=1)=O)#[N:2].O.[NH2:20][NH2:21].Cl, predict the reaction product. The product is: [NH2:2][C:1]1[NH:21][N:20]=[C:4]([C:6]2[CH:11]=[CH:10][N:9]=[C:8]([NH:12][C:13](=[O:18])[C:14]([CH3:17])([CH3:16])[CH3:15])[CH:7]=2)[CH:3]=1. (3) Given the reactants [NH2:1][C:2]1[NH:7][C:6]([C:8]2[O:9][CH:10]=[CH:11][CH:12]=2)=[C:5]([C:13]#[N:14])[C:4](=[O:15])[CH:3]=1.Cl.[N:17]1[CH:22]=[CH:21][CH:20]=[CH:19][C:18]=1[CH2:23]Cl.C(=O)([O-])[O-].[Cs+].[Cs+], predict the reaction product. The product is: [NH2:1][C:2]1[CH:3]=[C:4]([O:15][CH2:23][C:18]2[CH:19]=[CH:20][CH:21]=[CH:22][N:17]=2)[C:5]([C:13]#[N:14])=[C:6]([C:8]2[O:9][CH:10]=[CH:11][CH:12]=2)[N:7]=1. (4) Given the reactants C1(P(C2C=CC=CC=2)C2C=CC=CC=2)C=CC=CC=1.CC(OC(/N=N/C(OC(C)C)=O)=O)C.[C:34]([O:38][C:39]([N:41]1[CH2:45][CH2:44][CH:43](O)[CH2:42]1)=[O:40])([CH3:37])([CH3:36])[CH3:35].[C:47]([OH:50])(=[S:49])[CH3:48], predict the reaction product. The product is: [C:34]([O:38][C:39]([N:41]1[CH2:45][CH2:44][CH:43]([S:49][C:47](=[O:50])[CH3:48])[CH2:42]1)=[O:40])([CH3:37])([CH3:36])[CH3:35]. (5) The product is: [Br:1][C:2]1[CH:3]=[CH:4][C:5]([C:8](=[O:18])/[C:9](/[S:10][C:11]2[CH:16]=[CH:15][C:14]([Br:17])=[CH:13][CH:12]=2)=[CH:24]\[C:23]2[CH:26]=[CH:27][C:20]([I:19])=[CH:21][CH:22]=2)=[CH:6][CH:7]=1. Given the reactants [Br:1][C:2]1[CH:7]=[CH:6][C:5]([C:8](=[O:18])[CH2:9][S:10][C:11]2[CH:16]=[CH:15][C:14]([Br:17])=[CH:13][CH:12]=2)=[CH:4][CH:3]=1.[I:19][C:20]1[CH:27]=[CH:26][C:23]([CH:24]=O)=[CH:22][CH:21]=1, predict the reaction product.